This data is from Peptide-MHC class II binding affinity with 134,281 pairs from IEDB. The task is: Regression. Given a peptide amino acid sequence and an MHC pseudo amino acid sequence, predict their binding affinity value. This is MHC class II binding data. (1) The peptide sequence is MLRKKQITVLDLHPGAGK. The MHC is DRB4_0101 with pseudo-sequence DRB4_0103. The binding affinity (normalized) is 0.638. (2) The peptide sequence is PLYKLVHVFINTQYA. The MHC is DRB1_0301 with pseudo-sequence DRB1_0301. The binding affinity (normalized) is 0.388.